This data is from Full USPTO retrosynthesis dataset with 1.9M reactions from patents (1976-2016). The task is: Predict the reactants needed to synthesize the given product. Given the product [CH2:1]([O:7][C:8]1[C:9](=[O:26])[O:10][C:11]2[CH:18]=[CH:17][CH:16]=[C:15]([O:19][CH2:20][C:21]([OH:23])=[O:22])[C:12]=2[C:13]=1[OH:14])[CH2:2][CH2:3][CH2:4][CH2:5][CH3:6], predict the reactants needed to synthesize it. The reactants are: [CH2:1]([O:7][C:8]1[C:9](=[O:26])[O:10][C:11]2[CH:18]=[CH:17][CH:16]=[C:15]([O:19][CH2:20][C:21]([O:23]CC)=[O:22])[C:12]=2[C:13]=1[OH:14])[CH2:2][CH2:3][CH2:4][CH2:5][CH3:6].[OH-].[Na+].Cl.